From a dataset of Catalyst prediction with 721,799 reactions and 888 catalyst types from USPTO. Predict which catalyst facilitates the given reaction. (1) Reactant: C([Mg]Cl)(C)C.Br[C:7]1[CH:12]=[CH:11][CH:10]=[CH:9][N:8]=1.[F:13][C:14]([F:27])([C:23]([F:26])([F:25])[F:24])[CH2:15][CH2:16][C:17](N(OC)C)=[O:18]. Product: [F:13][C:14]([F:27])([C:23]([F:24])([F:25])[F:26])[CH2:15][CH2:16][C:17]([C:7]1[CH:12]=[CH:11][CH:10]=[CH:9][N:8]=1)=[O:18]. The catalyst class is: 1. (2) Reactant: [Cl:1][C:2]1[CH:10]=[C:9]2[C:5]([C:6]([CH2:34][O:35][CH3:36])=[CH:7][N:8]2[S:11]([C:14]2[CH:15]=[CH:16][C:17]([O:32][CH3:33])=[C:18]([N:20]3[CH2:25][CH2:24][N:23](C(=O)C(F)(F)F)[CH2:22][CH2:21]3)[CH:19]=2)(=[O:13])=[O:12])=[CH:4][CH:3]=1.[OH-].[K+]. Product: [Cl:1][C:2]1[CH:10]=[C:9]2[C:5]([C:6]([CH2:34][O:35][CH3:36])=[CH:7][N:8]2[S:11]([C:14]2[CH:15]=[CH:16][C:17]([O:32][CH3:33])=[C:18]([N:20]3[CH2:25][CH2:24][NH:23][CH2:22][CH2:21]3)[CH:19]=2)(=[O:13])=[O:12])=[CH:4][CH:3]=1. The catalyst class is: 1. (3) Reactant: [N:1]1[CH:6]=[CH:5][CH:4]=[CH:3][C:2]=1[CH:7]([NH2:9])[CH3:8].[C:10]([N:17]1[CH2:22][CH2:21][C:20](=O)[CH2:19][CH2:18]1)([O:12][C:13]([CH3:16])([CH3:15])[CH3:14])=[O:11].[BH-](OC(C)=O)(OC(C)=O)OC(C)=O.[Na+]. Product: [C:13]([O:12][C:10]([N:17]1[CH2:22][CH2:21][CH:20]([NH:9][CH:7]([C:2]2[CH:3]=[CH:4][CH:5]=[CH:6][N:1]=2)[CH3:8])[CH2:19][CH2:18]1)=[O:11])([CH3:16])([CH3:14])[CH3:15]. The catalyst class is: 2. (4) Product: [F:4][C:5]1[C:23]([F:24])=[CH:22][CH:21]=[CH:20][C:6]=1[CH2:7][N:8]1[C:12]2=[N:13][C:14]([CH3:17])=[N:15][CH:16]=[C:11]2[C:10]([C:18](=[NH:26])[NH2:19])=[N:9]1. Reactant: C[O-].[Na+].[F:4][C:5]1[C:23]([F:24])=[CH:22][CH:21]=[CH:20][C:6]=1[CH2:7][N:8]1[C:12]2=[N:13][C:14]([CH3:17])=[N:15][CH:16]=[C:11]2[C:10]([C:18]#[N:19])=[N:9]1.[Cl-].[NH4+:26].C(O)(=O)C. The catalyst class is: 5. (5) Product: [Cl:7][C:8]1[CH:17]=[CH:16][C:15]2[N:14]=[CH:13][CH:12]=[CH:11][C:10]=2[C:9]=1[C:18]([NH:14][CH2:13][CH2:12][CH:2]1[CH2:1][CH2:10][CH2:9][CH2:8][CH2:17]1)=[O:20]. Reactant: [C:1](Cl)(=O)[C:2](Cl)=O.[Cl:7][C:8]1[CH:17]=[CH:16][C:15]2[N:14]=[CH:13][CH:12]=[CH:11][C:10]=2[C:9]=1[C:18]([OH:20])=O. The catalyst class is: 120. (6) Reactant: [Cl:1][C:2]1[CH:30]=[CH:29][C:28]([Cl:31])=[CH:27][C:3]=1[C:4]([O:6][CH2:7][C:8](=[O:26])[C@@H:9]([NH:18]C(OC(C)(C)C)=O)[CH2:10][CH2:11][C:12]1[CH:17]=[CH:16][CH:15]=[CH:14][CH:13]=1)=[O:5].C1(C)C=CC([S:38]([OH:41])(=[O:40])=[O:39])=CC=1. Product: [C:3]1([CH3:4])[C:2]([S:38]([OH:41])(=[O:40])=[O:39])=[CH:30][CH:29]=[CH:28][CH:27]=1.[Cl:1][C:2]1[CH:30]=[CH:29][C:28]([Cl:31])=[CH:27][C:3]=1[C:4]([O:6][CH2:7][C:8](=[O:26])[C@@H:9]([NH2:18])[CH2:10][CH2:11][C:12]1[CH:17]=[CH:16][CH:15]=[CH:14][CH:13]=1)=[O:5]. The catalyst class is: 28. (7) Reactant: C1C2(CCCNC2)CCN1[CH2:11][C@@H:12]([C:14]1[CH:23]=[CH:22][C:17]2[C:18](=[O:21])[O:19][CH2:20][C:16]=2[C:15]=1[CH3:24])[OH:13]. Product: [CH3:24][C:15]1[C:16]2[CH2:20][O:19][C:18](=[O:21])[C:17]=2[CH:22]=[CH:23][C:14]=1[C@@H:12]1[CH2:11][O:13]1. The catalyst class is: 8.